This data is from Reaction yield outcomes from USPTO patents with 853,638 reactions. The task is: Predict the reaction yield, written as a fraction of the theoretical maximum amount of product (1.0 means a 100% yield; for example, 0.34 means a 34% yield). (1) The reactants are [C:1]([O:5][C:6]([N:8]1[CH2:13][CH2:12][N:11]([C:14]([C:16]2[C:17]3[C:31]([CH:32]=[CH2:33])=[N:30][N:29]([CH:34]4[CH2:39][CH2:38][CH2:37][CH2:36][O:35]4)[C:18]=3[N:19]=[C:20]([C:22]3[CH:27]=[CH:26][C:25]([OH:28])=[CH:24][CH:23]=3)[CH:21]=2)=[O:15])[CH2:10][CH2:9]1)=[O:7])([CH3:4])([CH3:3])[CH3:2].N1C=CN=C1.[C:45]([Si:49](Cl)([CH3:51])[CH3:50])([CH3:48])([CH3:47])[CH3:46].O. The catalyst is ClCCl. The product is [C:1]([O:5][C:6]([N:8]1[CH2:9][CH2:10][N:11]([C:14]([C:16]2[C:17]3[C:31]([CH:32]=[CH2:33])=[N:30][N:29]([CH:34]4[CH2:39][CH2:38][CH2:37][CH2:36][O:35]4)[C:18]=3[N:19]=[C:20]([C:22]3[CH:27]=[CH:26][C:25]([O:28][Si:49]([C:45]([CH3:48])([CH3:47])[CH3:46])([CH3:51])[CH3:50])=[CH:24][CH:23]=3)[CH:21]=2)=[O:15])[CH2:12][CH2:13]1)=[O:7])([CH3:2])([CH3:3])[CH3:4]. The yield is 0.530. (2) The reactants are Br[C:2]1[CH:7]=[CH:6][C:5]([N:8]2[C:12]([CH2:13][C@@H:14]3[CH2:18][CH2:17][N:16]([C:19]([CH:21]4[CH2:23][CH2:22]4)=[O:20])[CH2:15]3)=[N:11][NH:10][C:9]2=[O:24])=[CH:4][CH:3]=1.[C:25]([C:27]1[CH:32]=[CH:31][C:30](B(O)O)=[CH:29][CH:28]=1)#[N:26].P([O-])([O-])([O-])=O.[K+].[K+].[K+]. The catalyst is C(O)C.O.C1C=CC([P]([Pd]([P](C2C=CC=CC=2)(C2C=CC=CC=2)C2C=CC=CC=2)([P](C2C=CC=CC=2)(C2C=CC=CC=2)C2C=CC=CC=2)[P](C2C=CC=CC=2)(C2C=CC=CC=2)C2C=CC=CC=2)(C2C=CC=CC=2)C2C=CC=CC=2)=CC=1. The product is [CH:21]1([C:19]([N:16]2[CH2:17][CH2:18][C@@H:14]([CH2:13][C:12]3[N:8]([C:5]4[CH:6]=[CH:7][C:2]([C:30]5[CH:31]=[CH:32][C:27]([C:25]#[N:26])=[CH:28][CH:29]=5)=[CH:3][CH:4]=4)[C:9](=[O:24])[NH:10][N:11]=3)[CH2:15]2)=[O:20])[CH2:23][CH2:22]1. The yield is 0.281.